Dataset: Forward reaction prediction with 1.9M reactions from USPTO patents (1976-2016). Task: Predict the product of the given reaction. (1) Given the reactants I[C:2]1[N:3]=[C:4]2[C:10]3[CH:11]=[C:12]([C:15]([O:17][CH3:18])=[O:16])[CH:13]=[CH:14][C:9]=3[O:8][CH2:7][CH2:6][N:5]2[CH:19]=1.[CH:20]([N:23]1[C:27](B2OC(C)(C)C(C)(C)O2)=[CH:26][CH:25]=[N:24]1)([CH3:22])[CH3:21].ClCCl.C([O-])(=O)C.[K+].C(#N)C, predict the reaction product. The product is: [CH:20]([N:23]1[C:27]([C:2]2[N:3]=[C:4]3[C:10]4[CH:11]=[C:12]([C:15]([O:17][CH3:18])=[O:16])[CH:13]=[CH:14][C:9]=4[O:8][CH2:7][CH2:6][N:5]3[CH:19]=2)=[CH:26][CH:25]=[N:24]1)([CH3:22])[CH3:21]. (2) Given the reactants [CH3:1][N:2]([CH2:4][CH:5]1[CH2:10][CH:9]([OH:11])[CH2:8][CH2:7][C:6]1([C:13]1[CH:22]=[CH:21][C:20]2[C:15](=[CH:16][CH:17]=[C:18]([O:23][CH3:24])[CH:19]=2)[CH:14]=1)[OH:12])[CH3:3].[C:25]([Cl:30])(=[O:29])[CH2:26][CH2:27][CH3:28].O, predict the reaction product. The product is: [ClH:30].[CH3:3][N:2]([CH2:4][CH:5]1[C:6]([OH:12])([C:13]2[CH:22]=[CH:21][C:20]3[C:15](=[CH:16][CH:17]=[C:18]([O:23][CH3:24])[CH:19]=3)[CH:14]=2)[CH2:7][CH2:8][CH:9]([O:11][C:25](=[O:29])[CH2:26][CH2:27][CH3:28])[CH2:10]1)[CH3:1]. (3) Given the reactants [F:1][C:2]([F:36])([F:35])[C:3]1[CH:4]=[C:5]([CH:28]=[C:29]([C:31]([F:34])([F:33])[F:32])[CH:30]=1)[CH2:6][N:7]1[CH2:14][CH2:13][CH2:12][O:11][C:10]2[N:15]=[C:16](Cl)[CH:17]=[C:18]([C:19]3[CH:24]=[CH:23][C:22]([F:25])=[CH:21][CH:20]=3)[C:9]=2[C:8]1=[O:27].[N:37]1([CH:42]2[CH2:47][CH2:46][NH:45][CH2:44][CH2:43]2)[CH2:41][CH2:40][CH2:39][CH2:38]1, predict the reaction product. The product is: [F:1][C:2]([F:36])([F:35])[C:3]1[CH:4]=[C:5]([CH:28]=[C:29]([C:31]([F:34])([F:33])[F:32])[CH:30]=1)[CH2:6][N:7]1[CH2:14][CH2:13][CH2:12][O:11][C:10]2[N:15]=[C:16]([N:45]3[CH2:46][CH2:47][CH:42]([N:37]4[CH2:41][CH2:40][CH2:39][CH2:38]4)[CH2:43][CH2:44]3)[CH:17]=[C:18]([C:19]3[CH:24]=[CH:23][C:22]([F:25])=[CH:21][CH:20]=3)[C:9]=2[C:8]1=[O:27]. (4) Given the reactants C(N(CC)CC)C.Cl.[CH2:9]1[C:18]2[C:13](=[CH:14][CH:15]=[CH:16][CH:17]=2)[CH2:12][CH2:11][N:10]1[NH:19][CH3:20].Cl[C:22]([O:24][C:25]1[CH:30]=[CH:29][C:28]([Cl:31])=[CH:27][CH:26]=1)=[O:23], predict the reaction product. The product is: [Cl:31][C:28]1[CH:29]=[CH:30][C:25]([O:24][C:22](=[O:23])[N:19]([N:10]2[CH2:11][CH2:12][C:13]3[C:18](=[CH:17][CH:16]=[CH:15][CH:14]=3)[CH2:9]2)[CH3:20])=[CH:26][CH:27]=1. (5) Given the reactants [C:1]([N:4]([C:11]1[C:20]([I:21])=[C:19]2[C:14]([C:15](=[O:32])[N:16]([C:25]3[CH:30]=[CH:29][C:28]([Cl:31])=[CH:27][CH:26]=3)[C:17]([CH:22]([CH3:24])[CH3:23])=[N:18]2)=[CH:13][CH:12]=1)[CH2:5][CH2:6][O:7]C(=O)C)(=[O:3])[CH3:2].C(=O)([O-])[O-].[K+].[K+], predict the reaction product. The product is: [Cl:31][C:28]1[CH:29]=[CH:30][C:25]([N:16]2[C:15](=[O:32])[C:14]3[C:19](=[C:20]([I:21])[C:11]([N:4]([CH2:5][CH2:6][OH:7])[C:1](=[O:3])[CH3:2])=[CH:12][CH:13]=3)[N:18]=[C:17]2[CH:22]([CH3:24])[CH3:23])=[CH:26][CH:27]=1. (6) The product is: [ClH:1].[Cl:1][C:2]1[C:7]2[CH:8]=[C:9]([CH3:12])[N:10]([CH3:11])[C:6]=2[C:5]([C:13]([OH:15])=[O:14])=[CH:4][N:3]=1. Given the reactants [Cl:1][C:2]1[C:7]2[CH:8]=[C:9]([CH3:12])[N:10]([CH3:11])[C:6]=2[C:5]([C:13]([O:15]C)=[O:14])=[CH:4][N:3]=1, predict the reaction product. (7) Given the reactants Cl.C(O[C:5](=[O:8])[CH2:6][NH2:7])C.[CH3:9][NH2:10].[OH-].[Na+].C(=O)([O-])[O-].[K+].[K+].F[C:20]1[CH:25]=[CH:24][CH:23]=[CH:22][C:21]=1[N+:26]([O-:28])=[O:27], predict the reaction product. The product is: [N+:26]([C:21]1[CH:22]=[CH:23][CH:24]=[CH:25][C:20]=1[NH:7][CH2:6][C:5]([NH:10][CH3:9])=[O:8])([O-:28])=[O:27]. (8) Given the reactants [F:1][C:2]1[CH:7]=[N:6][C:5]([C:8]2[CH:12]=[CH:11][NH:10][N:9]=2)=[C:4]2[NH:13][CH:14]=[C:15]([C:16](=[O:36])[C:17]([N:19]3[CH2:24][CH2:23][N:22]([C:25]4[N:29]([C:30]5[CH:35]=[CH:34][CH:33]=[CH:32][CH:31]=5)[N:28]=[N:27][N:26]=4)[CH2:21][CH2:20]3)=[O:18])[C:3]=12.[H-].[Na+].[CH3:39]I, predict the reaction product. The product is: [F:1][C:2]1[CH:7]=[N:6][C:5]([C:8]2[CH:12]=[CH:11][N:10]([CH3:39])[N:9]=2)=[C:4]2[NH:13][CH:14]=[C:15]([C:16](=[O:36])[C:17]([N:19]3[CH2:24][CH2:23][N:22]([C:25]4[N:29]([C:30]5[CH:31]=[CH:32][CH:33]=[CH:34][CH:35]=5)[N:28]=[N:27][N:26]=4)[CH2:21][CH2:20]3)=[O:18])[C:3]=12. (9) The product is: [CH3:18][O:19][C:20](=[O:31])[C:21]([C:24]1[CH:25]=[CH:26][C:27]([C:2]#[C:1][C:3]2[CH:4]=[C:5]3[C:10](=[C:11]([OH:13])[CH:12]=2)[O:9][C:8]([CH3:15])([CH3:14])[CH2:7][C:6]3([CH3:17])[CH3:16])=[CH:28][CH:29]=1)([CH3:23])[CH3:22]. Given the reactants [C:1]([C:3]1[CH:4]=[C:5]2[C:10](=[C:11]([OH:13])[CH:12]=1)[O:9][C:8]([CH3:15])([CH3:14])[CH2:7][C:6]2([CH3:17])[CH3:16])#[CH:2].[CH3:18][O:19][C:20](=[O:31])[C:21]([C:24]1[CH:29]=[CH:28][C:27](I)=[CH:26][CH:25]=1)([CH3:23])[CH3:22].C(N(CC)CC)C.C(OCC)(=O)C, predict the reaction product.